From a dataset of Catalyst prediction with 721,799 reactions and 888 catalyst types from USPTO. Predict which catalyst facilitates the given reaction. (1) Reactant: [NH2:1][C:2]1[CH:3]=[CH:4][C:5]([CH3:24])=[C:6]([CH:23]=1)[O:7][C:8]1[N:13]=[C:12]2[S:14][C:15]([NH:17][C:18]([CH:20]3[CH2:22][CH2:21]3)=[O:19])=[N:16][C:11]2=[CH:10][CH:9]=1.[CH:25]1[CH:26]=[CH:27][C:28]2N(O)N=[N:31][C:29]=2[CH:30]=1.Cl.[CH2:36](N=C=NCCCN(C)C)C.[C:47](OCC)(=[O:49])C. The catalyst class is: 35. Product: [CH3:24][C:5]1[CH:4]=[CH:3][C:2]([NH:1][C:47](=[O:49])/[CH:28]=[CH:27]/[C:26]2[CH:36]=[N:31][CH:29]=[CH:30][CH:25]=2)=[CH:23][C:6]=1[O:7][C:8]1[N:13]=[C:12]2[S:14][C:15]([NH:17][C:18]([CH:20]3[CH2:22][CH2:21]3)=[O:19])=[N:16][C:11]2=[CH:10][CH:9]=1. (2) Reactant: Cl[C:2]1[CH:7]=[C:6]([Cl:8])[N:5]=[N:4][C:3]=1[C:9]([O:11][CH3:12])=[O:10].[C:13]([C:17]1[N:22]=[C:21]([NH2:23])[CH:20]=[CH:19][CH:18]=1)([CH3:16])([CH3:15])[CH3:14]. Product: [C:13]([C:17]1[N:22]=[C:21]([NH:23][C:2]2[CH:7]=[C:6]([Cl:8])[N:5]=[N:4][C:3]=2[C:9]([O:11][CH3:12])=[O:10])[CH:20]=[CH:19][CH:18]=1)([CH3:16])([CH3:14])[CH3:15]. The catalyst class is: 10. (3) Reactant: [N:1]1(/[C:10](/[NH:25][CH2:26][C:27]2[CH:32]=[CH:31][C:30]([O:33][CH3:34])=[CH:29][CH:28]=2)=[N:11]/[C:12](=O)[CH2:13][C:14]2[CH:19]=[CH:18][C:17]([O:20][CH3:21])=[C:16]([O:22][CH3:23])[CH:15]=2)C2C=CC=CC=2N=[N:2]1.[Cl:35][C:36]1[CH:41]=[C:40](NN)[N:39]=[C:38]([CH3:44])[N:37]=1.C(N(CC)CC)C. Product: [Cl:35][C:36]1[N:37]=[C:38]([CH3:44])[N:39]=[C:40]([N:2]2[C:12]([CH2:13][C:14]3[CH:19]=[CH:18][C:17]([O:20][CH3:21])=[C:16]([O:22][CH3:23])[CH:15]=3)=[N:11][C:10]([NH:25][CH2:26][C:27]3[CH:32]=[CH:31][C:30]([O:33][CH3:34])=[CH:29][CH:28]=3)=[N:1]2)[CH:41]=1. The catalyst class is: 11. (4) Reactant: [CH3:1][O:2][C:3]1[CH:10]=[CH:9][C:6]([CH:7]=[O:8])=[CH:5][C:4]=1[CH2:11][CH2:12][CH2:13][CH2:14][O:15][CH3:16].S(=O)(=O)([OH:19])N.[O-]Cl=O.[Na+]. Product: [CH3:1][O:2][C:3]1[CH:10]=[CH:9][C:6]([C:7]([OH:19])=[O:8])=[CH:5][C:4]=1[CH2:11][CH2:12][CH2:13][CH2:14][O:15][CH3:16]. The catalyst class is: 86.